This data is from Full USPTO retrosynthesis dataset with 1.9M reactions from patents (1976-2016). The task is: Predict the reactants needed to synthesize the given product. (1) Given the product [C:40]([NH:39][CH2:38][CH2:37][NH:36][C:30]([C:13]1[C:12](=[O:34])[N:11]([C:8]2[CH:9]=[CH:10][C:5]([C:3]([N:2]([CH3:35])[CH3:1])=[O:4])=[CH:6][CH:7]=2)[C:20]2[C:15]([C:14]=1[OH:29])=[N:16][CH:17]=[C:18]([CH2:21][C:22]1[CH:27]=[CH:26][C:25]([F:28])=[CH:24][CH:23]=1)[CH:19]=2)=[O:31])(=[O:42])[CH3:41], predict the reactants needed to synthesize it. The reactants are: [CH3:1][N:2]([CH3:35])[C:3]([C:5]1[CH:10]=[CH:9][C:8]([N:11]2[C:20]3[C:15](=[N:16][CH:17]=[C:18]([CH2:21][C:22]4[CH:27]=[CH:26][C:25]([F:28])=[CH:24][CH:23]=4)[CH:19]=3)[C:14]([OH:29])=[C:13]([C:30](OC)=[O:31])[C:12]2=[O:34])=[CH:7][CH:6]=1)=[O:4].[NH2:36][CH2:37][CH2:38][NH:39][C:40](=[O:42])[CH3:41]. (2) Given the product [CH3:1][O:2][C:3]1[CH:12]=[C:11]2[C:6]([CH:7]=[CH:8][C:9]([O:32][S:54]([C:43]([F:42])([F:58])[C:44]([F:52])([F:53])[C:45]([F:50])([F:51])[C:46]([F:49])([F:48])[F:47])(=[O:56])=[O:55])=[C:10]2[C:13]2[C:22]3[C:17](=[CH:18][CH:19]=[CH:20][CH:21]=3)[C:16]([O:23][C@@H:24]([C:26]3[CH:31]=[CH:30][CH:29]=[CH:28][CH:27]=3)[CH3:25])=[N:15][N:14]=2)=[CH:5][CH:4]=1, predict the reactants needed to synthesize it. The reactants are: [CH3:1][O:2][C:3]1[CH:12]=[C:11]2[C:6]([CH:7]=[CH:8][C:9]([OH:32])=[C:10]2[C:13]2[C:22]3[C:17](=[CH:18][CH:19]=[CH:20][CH:21]=3)[C:16]([O:23][C@@H:24]([C:26]3[CH:31]=[CH:30][CH:29]=[CH:28][CH:27]=3)[CH3:25])=[N:15][N:14]=2)=[CH:5][CH:4]=1.C(N(C(C)C)CC)(C)C.[F:42][C:43]([F:58])([S:54](F)(=[O:56])=[O:55])[C:44]([F:53])([F:52])[C:45]([F:51])([F:50])[C:46]([F:49])([F:48])[F:47]. (3) Given the product [CH:1]1[C:10]2[C:5](=[CH:6][CH:7]=[CH:8][CH:9]=2)[CH:4]=[CH:3][C:2]=1[S:11][C:3]1[CH:2]=[CH:1][C:10]2[C:5](=[CH:6][CH:7]=[CH:8][CH:9]=2)[CH:4]=1, predict the reactants needed to synthesize it. The reactants are: [CH:1]1[C:10]2[C:5](=[CH:6][CH:7]=[CH:8][CH:9]=2)[CH:4]=[CH:3][C:2]=1[SH:11].CO. (4) Given the product [Br:1][C:2]1[CH:7]=[CH:6][C:5]([S:8]([NH:20][CH2:19][CH:16]2[CH2:18][CH2:17]2)(=[O:10])=[O:9])=[C:4]([C:12]([F:15])([F:14])[F:13])[CH:3]=1, predict the reactants needed to synthesize it. The reactants are: [Br:1][C:2]1[CH:7]=[CH:6][C:5]([S:8](Cl)(=[O:10])=[O:9])=[C:4]([C:12]([F:15])([F:14])[F:13])[CH:3]=1.[CH:16]1([CH2:19][NH2:20])[CH2:18][CH2:17]1. (5) Given the product [CH2:1]([O:8][N:9]1[C:31](=[O:30])[N:14]2[CH2:15][C@H:10]1[CH2:11][CH2:12][C@H:13]2[C:16]([O:18][C:19]([CH3:22])([CH3:21])[CH3:20])=[O:17])[C:2]1[CH:3]=[CH:4][CH:5]=[CH:6][CH:7]=1, predict the reactants needed to synthesize it. The reactants are: [CH2:1]([O:8][NH:9][C@H:10]1[CH2:15][NH:14][C@H:13]([C:16]([O:18][C:19]([CH3:22])([CH3:21])[CH3:20])=[O:17])[CH2:12][CH2:11]1)[C:2]1[CH:7]=[CH:6][CH:5]=[CH:4][CH:3]=1.C(N(CC)CC)C.[O:30]=[C:31](Cl)OC(Cl)(Cl)Cl. (6) Given the product [P:27]([OH:31])([OH:30])([OH:29])=[O:28].[N:1]1[C:6]2[NH:7][CH:8]=[CH:9][C:5]=2[C:4]([C:10]2[CH:11]=[N:12][N:13]([C:15]3([CH2:24][C:25]#[N:26])[CH2:16][N:17]([S:19]([CH2:22][CH3:23])(=[O:20])=[O:21])[CH2:18]3)[CH:14]=2)=[N:3][CH:2]=1, predict the reactants needed to synthesize it. The reactants are: [N:1]1[C:6]2[NH:7][CH:8]=[CH:9][C:5]=2[C:4]([C:10]2[CH:11]=[N:12][N:13]([C:15]3([CH2:24][C:25]#[N:26])[CH2:18][N:17]([S:19]([CH2:22][CH3:23])(=[O:21])=[O:20])[CH2:16]3)[CH:14]=2)=[N:3][CH:2]=1.[P:27](=[O:31])([OH:30])([OH:29])[OH:28].